Dataset: Full USPTO retrosynthesis dataset with 1.9M reactions from patents (1976-2016). Task: Predict the reactants needed to synthesize the given product. (1) The reactants are: [F-].C([N+](CCCC)(CCCC)CCCC)CCC.[C:19]([O:22][CH:23]1[C:24]([O:69][CH:70]([O:72][CH2:73][CH3:74])[CH3:71])([CH3:68])[CH2:25][CH2:26][CH:27]([O:60][Si](C(C)(C)C)(C)C)[CH2:28][C:29]([O:31][CH:32](/[C:37](/[CH3:59])=[CH:38]/[CH:39]=[CH:40]/[CH:41]([CH3:58])[CH2:42][CH:43]2[O:57][CH:44]2[CH:45]([CH3:56])[CH:46]([O:49][C:50](=[O:55])[CH2:51][O:52][CH2:53][CH3:54])[CH2:47][CH3:48])[CH:33]([CH3:36])[CH:34]=[CH:35]1)=[O:30])(=[O:21])[CH3:20]. Given the product [C:19]([O:22][CH:23]1[C:24]([O:69][CH:70]([O:72][CH2:73][CH3:74])[CH3:71])([CH3:68])[CH2:25][CH2:26][CH:27]([OH:60])[CH2:28][C:29]([O:31][CH:32](/[C:37](/[CH3:59])=[CH:38]/[CH:39]=[CH:40]/[CH:41]([CH3:58])[CH2:42][CH:43]2[O:57][CH:44]2[CH:45]([CH3:56])[CH:46]([O:49][C:50](=[O:55])[CH2:51][O:52][CH2:53][CH3:54])[CH2:47][CH3:48])[CH:33]([CH3:36])[CH:34]=[CH:35]1)=[O:30])(=[O:21])[CH3:20], predict the reactants needed to synthesize it. (2) Given the product [Cl:48][C:49]1[C:50]([CH2:55][NH:56][C:35]([C@H:32]2[CH2:31][CH2:30][C@H:29]3[N:34]([C:26](=[O:25])[CH2:27][CH2:28]3)[CH2:33]2)=[O:37])=[N:51][CH:52]=[CH:53][N:54]=1, predict the reactants needed to synthesize it. The reactants are: CN(C(ON1N=NC2C=CC=NC1=2)=[N+](C)C)C.F[P-](F)(F)(F)(F)F.[O:25]=[C:26]1[N:34]2[C@H:29]([CH2:30][CH2:31][C@H:32]([C:35]([OH:37])=O)[CH2:33]2)[CH2:28][CH2:27]1.CCN(C(C)C)C(C)C.Cl.[Cl:48][C:49]1[C:50]([CH2:55][NH2:56])=[N:51][CH:52]=[CH:53][N:54]=1. (3) Given the product [Cl:1][C:2]1[N:3]=[C:4]([NH:20][C:21]2[CH:26]=[C:25]([CH3:27])[CH:24]=[CH:23][N:22]=2)[C:5]2[N:10]([CH2:11][CH2:12][O:13][CH2:14][CH3:15])[N:9]=[C:8]([C:16]([OH:18])=[O:17])[C:6]=2[N:7]=1, predict the reactants needed to synthesize it. The reactants are: [Cl:1][C:2]1[N:3]=[C:4]([NH:20][C:21]2[CH:26]=[C:25]([CH3:27])[CH:24]=[CH:23][N:22]=2)[C:5]2[N:10]([CH2:11][CH2:12][O:13][CH2:14][CH3:15])[N:9]=[C:8]([C:16]([O:18]C)=[O:17])[C:6]=2[N:7]=1.[OH-].[Na+]. (4) Given the product [O:37]1[C:36]2[CH:38]=[CH:39][CH:40]=[CH:41][C:35]=2[O:34][CH2:33][CH:32]1[CH2:31][N:18]1[CH:17]([C:10]2[C:11]3[C:16](=[CH:15][CH:14]=[CH:13][CH:12]=3)[N:8]([CH2:7][C:6]([OH:29])=[O:5])[C:9]=2[CH3:28])[C:21]2[CH:22]=[CH:23][CH:24]=[CH:25][C:20]=2[S:19]1(=[O:27])=[O:26], predict the reactants needed to synthesize it. The reactants are: C([O:5][C:6](=[O:29])[CH2:7][N:8]1[C:16]2[C:11](=[CH:12][CH:13]=[CH:14][CH:15]=2)[C:10]([CH:17]2[C:21]3[CH:22]=[CH:23][CH:24]=[CH:25][C:20]=3[S:19](=[O:27])(=[O:26])[NH:18]2)=[C:9]1[CH3:28])(C)(C)C.Br[CH2:31][CH:32]1[O:37][C:36]2[CH:38]=[CH:39][CH:40]=[CH:41][C:35]=2[O:34][CH2:33]1. (5) Given the product [CH3:19][C:13]1([C:11]([C:10]2[C:4]3[C:5](=[N:6][CH:7]=[C:2]([C:28]4[CH:29]=[CH:30][C:31]([N:34]5[CH2:35][CH2:36][CH2:37][CH2:38][CH2:39]5)=[CH:32][CH:33]=4)[N:3]=3)[NH:8][CH:9]=2)=[O:12])[CH2:18][CH2:17][CH2:16][CH2:15][CH2:14]1, predict the reactants needed to synthesize it. The reactants are: Br[C:2]1[N:3]=[C:4]2[C:10]([C:11]([C:13]3([CH3:19])[CH2:18][CH2:17][CH2:16][CH2:15][CH2:14]3)=[O:12])=[CH:9][NH:8][C:5]2=[N:6][CH:7]=1.CC1(C)C(C)(C)OB([C:28]2[CH:33]=[CH:32][C:31]([N:34]3[CH2:39][CH2:38][CH2:37][CH2:36][CH2:35]3)=[CH:30][CH:29]=2)O1. (6) Given the product [CH:4]1([N:16]2[CH2:17][CH:18]=[C:19]([C:22]3[C:30]4[C:25](=[CH:26][C:27]([F:31])=[CH:28][CH:29]=4)[N:24]([CH2:1][CH3:2])[CH:23]=3)[CH2:20][CH2:21]2)[C:14]2=[C:15]3[C:10](=[CH:11][CH:12]=[CH:13]2)[CH:9]=[CH:8][CH:7]=[C:6]3[CH2:5]1, predict the reactants needed to synthesize it. The reactants are: [CH2:1](I)[CH3:2].[CH:4]1([N:16]2[CH2:21][CH:20]=[C:19]([C:22]3[C:30]4[C:25](=[CH:26][C:27]([F:31])=[CH:28][CH:29]=4)[NH:24][CH:23]=3)[CH2:18][CH2:17]2)[C:14]2=[C:15]3[C:10](=[CH:11][CH:12]=[CH:13]2)[CH:9]=[CH:8][CH:7]=[C:6]3[CH2:5]1. (7) Given the product [F:18][C:9]1[C:10]([F:17])=[C:11]([CH2:14][CH2:15][OH:16])[CH:12]=[CH:13][C:8]=1[O:7][CH2:6][CH:5]=[O:4], predict the reactants needed to synthesize it. The reactants are: Cl.C([O:4][CH:5](OCC)[CH2:6][O:7][C:8]1[CH:13]=[CH:12][C:11]([CH2:14][CH2:15][OH:16])=[C:10]([F:17])[C:9]=1[F:18])C. (8) Given the product [CH:9]1[C:10]2[C:15](=[CH:14][CH:13]=[CH:12][CH:11]=2)[CH:16]=[CH:17][C:8]=1[C:7]1[CH:6]=[CH:5][N:4]=[C:3]2[N:18]([CH:19]3[CH2:24][CH2:23][N:22]([C:25]([O:27][C:28]([CH3:31])([CH3:30])[CH3:29])=[O:26])[CH2:21][CH2:20]3)[CH:32]=[N:1][C:2]=12, predict the reactants needed to synthesize it. The reactants are: [NH2:1][C:2]1[C:3]([NH:18][CH:19]2[CH2:24][CH2:23][N:22]([C:25]([O:27][C:28]([CH3:31])([CH3:30])[CH3:29])=[O:26])[CH2:21][CH2:20]2)=[N:4][CH:5]=[CH:6][C:7]=1[C:8]1[CH:17]=[CH:16][C:15]2[C:10](=[CH:11][CH:12]=[CH:13][CH:14]=2)[CH:9]=1.[CH2:32](C(CC)(CC)C([O-])([O-])[O-])C. (9) Given the product [CH3:1][O:2][C:3](=[O:21])[CH2:4][C:9]1[C:14]([S:15][CH3:16])=[C:13]([OH:17])[N:12]=[C:11]([OH:19])[N:10]=1, predict the reactants needed to synthesize it. The reactants are: [CH3:1][O:2][C:3](=[O:21])[CH:4]([C:9]1[C:14]([S:15][CH3:16])=[C:13]([O:17]C)[N:12]=[C:11]([O:19]C)[N:10]=1)C(OC)=O.Cl.